Dataset: Reaction yield outcomes from USPTO patents with 853,638 reactions. Task: Predict the reaction yield, written as a fraction of the theoretical maximum amount of product (1.0 means a 100% yield; for example, 0.34 means a 34% yield). (1) The reactants are [C:1]([OH:5])([CH3:4])([CH3:3])[CH3:2].[H-].[Na+].Cl[C:9]1[N:14]=[C:13]([O:15][C:16]2[C:21]([CH3:22])=[CH:20][C:19]([CH3:23])=[CH:18][C:17]=2[CH3:24])[C:12]([C:25]([OH:27])=[O:26])=[CH:11][CH:10]=1. The catalyst is CN(C)C=O.Cl. The product is [C:1]([O:5][C:9]1[N:14]=[C:13]([O:15][C:16]2[C:21]([CH3:22])=[CH:20][C:19]([CH3:23])=[CH:18][C:17]=2[CH3:24])[C:12]([C:25]([OH:27])=[O:26])=[CH:11][CH:10]=1)([CH3:4])([CH3:3])[CH3:2]. The yield is 0.480. (2) The reactants are Br[C:2]1[S:6][N:5]=[C:4]([CH3:7])[CH:3]=1.C([Mg]Cl)(C)C.I[C:14]1[CH:15]=[CH:16][C:17]2[N:18]([C:20]([CH2:23][C:24]3[CH:25]=[C:26]4[C:31](=[CH:32][CH:33]=3)[N:30]=[CH:29][C:28]([O:34][CH3:35])=[CH:27]4)=[N:21][N:22]=2)[N:19]=1.C1(P(C2C=CC=CC=2)C2C3OC4C(=CC=CC=4P(C4C=CC=CC=4)C4C=CC=CC=4)C(C)(C)C=3C=CC=2)C=CC=CC=1. The catalyst is C1COCC1.[Cl-].[Zn+2].[Cl-].[O-]S([O-])(=O)=O.[Zn+2].CC([O-])=O.CC([O-])=O.[Pd+2]. The product is [CH3:35][O:34][C:28]1[CH:29]=[N:30][C:31]2[C:26]([CH:27]=1)=[CH:25][C:24]([CH2:23][C:20]1[N:18]3[N:19]=[C:14]([C:2]4[S:6][N:5]=[C:4]([CH3:7])[CH:3]=4)[CH:15]=[CH:16][C:17]3=[N:22][N:21]=1)=[CH:33][CH:32]=2. The yield is 0.0160. (3) The reactants are [Br:1][C:2]1[N:7]=[C:6]([NH:8][C:9]2[CH:14]=[CH:13][C:12]([CH:15]3[CH2:20][CH2:19][N:18](C(OC(C)(C)C)=O)[CH2:17][CH2:16]3)=[CH:11][CH:10]=2)[C:5](=[O:28])[N:4]([CH3:29])[CH:3]=1.FC(F)(F)C(O)=O. The catalyst is C(Cl)Cl. The product is [Br:1][C:2]1[N:7]=[C:6]([NH:8][C:9]2[CH:10]=[CH:11][C:12]([CH:15]3[CH2:20][CH2:19][NH:18][CH2:17][CH2:16]3)=[CH:13][CH:14]=2)[C:5](=[O:28])[N:4]([CH3:29])[CH:3]=1. The yield is 1.00. (4) The reactants are [CH:1]1([C:4]([N:6]2[CH2:10][CH2:9][C@@H:8]([CH2:11][NH:12][C:13]3[C:18]([NH2:19])=[CH:17][CH:16]=[C:15]([O:20][CH3:21])[N:14]=3)[CH2:7]2)=[O:5])[CH2:3][CH2:2]1.[Br:22][C:23]1[CH:30]=[CH:29][C:26]([CH:27]=O)=[CH:25][CH:24]=1. The catalyst is C(O)(=O)C.C(O)CCC. The product is [Br:22][C:23]1[CH:30]=[CH:29][C:26]([C:27]2[N:12]([CH2:11][C@@H:8]3[CH2:9][CH2:10][N:6]([C:4]([CH:1]4[CH2:3][CH2:2]4)=[O:5])[CH2:7]3)[C:13]3=[N:14][C:15]([O:20][CH3:21])=[CH:16][CH:17]=[C:18]3[N:19]=2)=[CH:25][CH:24]=1. The yield is 0.610. (5) The reactants are [F:1][C:2]1[CH:3]=[C:4]([NH2:30])[CH:5]=[CH:6][C:7]=1[O:8][C:9]1[C:18]2[C:13](=[CH:14][C:15]([O:21][CH2:22][CH:23]3[CH2:28][CH2:27][N:26]([CH3:29])[CH2:25][CH2:24]3)=[C:16]([O:19][CH3:20])[CH:17]=2)[N:12]=[CH:11][CH:10]=1.CCN(CC)CC.[C:38]([O:43]CC)(=O)[C:39]([NH2:41])=[O:40].[CH2:46](N)[CH2:47][C:48]1[CH:53]=[CH:52][CH:51]=[CH:50][CH:49]=1. The catalyst is C(Cl)Cl. The product is [F:1][C:2]1[CH:3]=[C:4]([NH:30][C:38](=[O:43])[C:39]([NH:41][CH2:46][CH2:47][C:48]2[CH:53]=[CH:52][CH:51]=[CH:50][CH:49]=2)=[O:40])[CH:5]=[CH:6][C:7]=1[O:8][C:9]1[C:18]2[C:13](=[CH:14][C:15]([O:21][CH2:22][CH:23]3[CH2:28][CH2:27][N:26]([CH3:29])[CH2:25][CH2:24]3)=[C:16]([O:19][CH3:20])[CH:17]=2)[N:12]=[CH:11][CH:10]=1. The yield is 0.680. (6) The reactants are Cl.Cl.[C:3]([C:7]1[CH:12]=[CH:11][CH:10]=[CH:9][C:8]=1[N:13]1[CH2:18][CH2:17][NH:16][CH2:15][CH2:14]1)([CH3:6])([CH3:5])[CH3:4].[CH2:19]([O:26][C:27]1[CH:31]=[C:30]([C:32](O)=[O:33])[O:29][N:28]=1)[C:20]1[CH:25]=[CH:24][CH:23]=[CH:22][CH:21]=1.C(N(CC)CC)C.CCN=C=NCCCN(C)C.C1C=CC2N(O)N=NC=2C=1. The catalyst is CN(C)C=O.O. The product is [CH2:19]([O:26][C:27]1[CH:31]=[C:30]([C:32]([N:16]2[CH2:17][CH2:18][N:13]([C:8]3[CH:9]=[CH:10][CH:11]=[CH:12][C:7]=3[C:3]([CH3:6])([CH3:4])[CH3:5])[CH2:14][CH2:15]2)=[O:33])[O:29][N:28]=1)[C:20]1[CH:21]=[CH:22][CH:23]=[CH:24][CH:25]=1. The yield is 0.730. (7) The reactants are [CH3:1][C:2]1[CH:9]=[CH:8][C:5]([CH2:6][OH:7])=[CH:4][CH:3]=1.[C:10]1(=[O:16])[O:15][C:13](=[O:14])[CH2:12][CH2:11]1.C(=O)([O-])[O-].[Cs+].[Cs+]. The catalyst is O1CCOCC1. The product is [CH3:1][C:2]1[CH:9]=[CH:8][C:5]([CH2:6][O:7][C:10](=[O:16])[CH2:11][CH2:12][C:13]([OH:15])=[O:14])=[CH:4][CH:3]=1. The yield is 0.906.